Task: Predict the product of the given reaction.. Dataset: Forward reaction prediction with 1.9M reactions from USPTO patents (1976-2016) (1) Given the reactants [CH2:1]([C:3]1[CH:4]=[CH:5][CH:6]=[C:7]2[C:12]=1[C:11]([CH2:13]O)=[CH:10][CH:9]=[CH:8]2)[CH3:2].C(Br)(Br)(Br)[Br:16].C1(P(C2C=CC=CC=2)C2C=CC=CC=2)C=CC=CC=1, predict the reaction product. The product is: [Br:16][CH2:13][C:11]1[C:12]2[C:7](=[CH:6][CH:5]=[CH:4][C:3]=2[CH2:1][CH3:2])[CH:8]=[CH:9][CH:10]=1. (2) Given the reactants [CH3:1][O:2][C:3]([C:5]1[S:12][C:11]2[CH:10]=[N:9][N:8](C(=O)C)[C:7]=2[CH:6]=1)=[O:4].C[O-].[Na+].[I:19]I, predict the reaction product. The product is: [CH3:1][O:2][C:3]([C:5]1[S:12][C:11]2[C:10]([I:19])=[N:9][NH:8][C:7]=2[CH:6]=1)=[O:4].